This data is from Forward reaction prediction with 1.9M reactions from USPTO patents (1976-2016). The task is: Predict the product of the given reaction. (1) Given the reactants [NH2:1][C:2]1[NH:3][C:4](=[O:21])[C:5]2[C:10]([C:11]3[C:16]([CH3:17])=[CH:15][C:14]([CH3:18])=[CH:13][C:12]=3[CH3:19])=[CH:9][N:8]([CH3:20])[C:6]=2[N:7]=1.CN(C)C=O.[H-].[Na+].[CH2:29](I)[CH3:30], predict the reaction product. The product is: [NH2:1][C:2]1[N:3]([CH2:29][CH3:30])[C:4](=[O:21])[C:5]2[C:10]([C:11]3[C:16]([CH3:17])=[CH:15][C:14]([CH3:18])=[CH:13][C:12]=3[CH3:19])=[CH:9][N:8]([CH3:20])[C:6]=2[N:7]=1. (2) Given the reactants [CH3:1][CH:2]([NH:12][C:13]([CH3:16])([CH3:15])[CH3:14])[C:3]([C:5]1[CH:6]=[CH:7][CH:8]=[C:9]([Cl:11])[CH:10]=1)=[O:4].Cl.ClC1C=C(C(=O)C(NC(C)(C)C)C)C=CC=1.C(N(CC)CC)C.[NH2:41][S:42]([C:45]1[C:46]([Cl:74])=[CH:47][C:48]([NH:67][CH2:68][C:69]2[O:70][CH:71]=[CH:72][CH:73]=2)=[C:49]([CH:66]=1)[C:50]([O:52][CH2:53][CH2:54][CH2:55][O:56][C:57](=[O:65])[CH2:58][CH2:59][C:60]([O:62][CH2:63]Cl)=[O:61])=[O:51])(=[O:44])=[O:43], predict the reaction product. The product is: [NH2:41][S:42]([C:45]1[C:46]([Cl:74])=[CH:47][C:48]([NH:67][CH2:68][C:69]2[O:70][CH:71]=[CH:72][CH:73]=2)=[C:49]([CH:66]=1)[C:50]([O:52][CH2:53][CH2:54][CH2:55][O:56][C:57](=[O:65])[CH2:58][CH2:59][C:60]([O:62][CH2:63][N:12]([C:13]([CH3:15])([CH3:14])[CH3:16])[CH:2]([CH3:1])[C:3]([C:5]1[CH:6]=[CH:7][CH:8]=[C:9]([Cl:11])[CH:10]=1)=[O:4])=[O:61])=[O:51])(=[O:43])=[O:44].